Predict the reaction yield, written as a fraction of the theoretical maximum amount of product (1.0 means a 100% yield; for example, 0.34 means a 34% yield). From a dataset of Reaction yield outcomes from USPTO patents with 853,638 reactions. (1) The reactants are [CH2:1]([O:3][C:4](=[O:32])[CH2:5][N:6]([CH2:17][C:18]([N:20]([N:22]1[CH2:30][C:29]2[C:24](=[CH:25][CH:26]=[CH:27][C:28]=2[F:31])[CH2:23]1)[CH3:21])=[O:19])[C:7]1[CH:8]=[C:9]2[C:13](=[CH:14][C:15]=1[CH3:16])[NH:12][N:11]=[CH:10]2)[CH3:2].FC(F)(F)S(O[CH2:39][CH:40]([F:42])[F:41])(=O)=O. No catalyst specified. The product is [CH2:1]([O:3][C:4](=[O:32])[CH2:5][N:6]([C:7]1[CH:8]=[C:9]2[C:13](=[CH:14][C:15]=1[CH3:16])[N:12]([CH2:39][CH:40]([F:42])[F:41])[N:11]=[CH:10]2)[CH2:17][C:18]([N:20]([N:22]1[CH2:30][C:29]2[C:24](=[CH:25][CH:26]=[CH:27][C:28]=2[F:31])[CH2:23]1)[CH3:21])=[O:19])[CH3:2]. The yield is 0.700. (2) The reactants are [N+:1]([C:4]1[CH:5]=[C:6]2[C:10](=[CH:11][CH:12]=1)[NH:9][CH:8]=[CH:7]2)([O-:3])=[O:2].N1CCCC1.[CH2:18]([N:20]1[CH2:25][CH2:24][C:23](=O)[CH2:22][CH2:21]1)[CH3:19]. The catalyst is C(O)C. The product is [CH2:18]([N:20]1[CH2:21][CH:22]=[C:23]([C:7]2[C:6]3[C:10](=[CH:11][CH:12]=[C:4]([N+:1]([O-:3])=[O:2])[CH:5]=3)[NH:9][CH:8]=2)[CH2:24][CH2:25]1)[CH3:19]. The yield is 0.420. (3) The reactants are Br[C:2]1[CH:11]=[CH:10][C:5]([C:6]([O:8][CH3:9])=[O:7])=[C:4]([CH3:12])[CH:3]=1.C(=O)([O-])[O-].[K+].[K+].[CH:19]1(B(O)O)[CH2:21][CH2:20]1. The catalyst is C1(C)C=CC=CC=1.O.C1C=CC(P(C2C=CC=CC=2)[C-]2C=CC=C2)=CC=1.C1C=CC(P(C2C=CC=CC=2)[C-]2C=CC=C2)=CC=1.Cl[Pd]Cl.[Fe+2].CC([O-])=O.CC([O-])=O.[Pd+2]. The product is [CH:19]1([C:2]2[CH:11]=[CH:10][C:5]([C:6]([O:8][CH3:9])=[O:7])=[C:4]([CH3:12])[CH:3]=2)[CH2:21][CH2:20]1. The yield is 0.610.